Task: Predict the reactants needed to synthesize the given product.. Dataset: Full USPTO retrosynthesis dataset with 1.9M reactions from patents (1976-2016) (1) The reactants are: [O-]S([C:5]([F:8])([F:7])[F:6])(=O)=O.C([N:11]([CH2:14]C)[CH2:12][CH3:13])C.[CH:16]([OH:18])=O.[C:19]1(P([C:19]2[CH:24]=[CH:23][CH:22]=[CH:21][CH:20]=2)CCCP([C:19]2[CH:24]=[CH:23][CH:22]=[CH:21][CH:20]=2)[C:19]2[CH:24]=[CH:23][CH:22]=[CH:21][CH:20]=2)[CH:24]=[CH:23][CH:22]=[CH:21][CH:20]=1.CN(C=[O:52])C. Given the product [F:6][C:5]([F:8])([F:7])[C:14]([NH:11][CH2:12][CH2:13][C@@H:16]([OH:18])[C:19]1[CH:24]=[CH:23][CH:22]=[CH:21][CH:20]=1)=[O:52], predict the reactants needed to synthesize it. (2) Given the product [OH:1][C:2]1[C:7]([N+:9]([O-:11])=[O:10])=[C:6]([OH:8])[CH:5]=[CH:4][N:3]=1, predict the reactants needed to synthesize it. The reactants are: [OH:1][C:2]1[CH:7]=[C:6]([OH:8])[CH:5]=[CH:4][N:3]=1.[N+:9]([O-])([OH:11])=[O:10]. (3) Given the product [CH:27]([O:30][C:31]1[CH:36]=[CH:35][C:34]([N:3]2[C:4](=[O:26])[C:5]([CH2:11][C:12]3[CH:17]=[CH:16][C:15]([C:18]4[C:19]([C:24]#[N:25])=[CH:20][CH:21]=[CH:22][CH:23]=4)=[CH:14][CH:13]=3)=[C:6]([CH2:8][CH2:9][CH3:10])[N:7]=[C:2]2[CH3:1])=[CH:33][CH:32]=1)([CH3:29])[CH3:28], predict the reactants needed to synthesize it. The reactants are: [CH3:1][C:2]1[NH:3][C:4](=[O:26])[C:5]([CH2:11][C:12]2[CH:17]=[CH:16][C:15]([C:18]3[C:19]([C:24]#[N:25])=[CH:20][CH:21]=[CH:22][CH:23]=3)=[CH:14][CH:13]=2)=[C:6]([CH2:8][CH2:9][CH3:10])[N:7]=1.[CH:27]([O:30][C:31]1[CH:36]=[CH:35][C:34](B(O)O)=[CH:33][CH:32]=1)([CH3:29])[CH3:28].C(N(CC)CC)C.N1C=CC=CC=1. (4) Given the product [N+:14]([C:10]1[C:9]([OH:12])=[N:8][C:7]([OH:13])=[N:6][CH:11]=1)([O-:16])=[O:15], predict the reactants needed to synthesize it. The reactants are: S(=O)(=O)(O)O.[N:6]1[CH:11]=[CH:10][C:9]([OH:12])=[N:8][C:7]=1[OH:13].[N+:14]([O-])([OH:16])=[O:15]. (5) The reactants are: Br[C:2]1[CH:28]=[CH:27][C:5]2[N:6]=[C:7]([NH:15][C:16]3[C:21]([Cl:22])=[CH:20][C:19]([CH:23]([OH:25])[CH3:24])=[CH:18][C:17]=3[Cl:26])[C:8]3[CH:9]=[CH:10][NH:11][C:12](=[O:14])[C:13]=3[C:4]=2[CH:3]=1.C(=O)([O-])[O-].[Na+].[Na+].[CH3:35][N:36]1[CH:40]=[C:39](B2OC(C)(C)C(C)(C)O2)[CH:38]=[N:37]1. Given the product [Cl:26][C:17]1[CH:18]=[C:19]([CH:23]([OH:25])[CH3:24])[CH:20]=[C:21]([Cl:22])[C:16]=1[NH:15][C:7]1[C:8]2[CH:9]=[CH:10][NH:11][C:12](=[O:14])[C:13]=2[C:4]2[CH:3]=[C:2]([C:39]3[CH:38]=[N:37][N:36]([CH3:35])[CH:40]=3)[CH:28]=[CH:27][C:5]=2[N:6]=1, predict the reactants needed to synthesize it. (6) Given the product [Cl:12][C:13]1[CH:20]=[CH:19][C:16]([CH2:17][CH:2]([C:1]([O:8][CH3:9])=[O:7])[C:3]([O:5][CH3:6])=[O:4])=[CH:15][CH:14]=1, predict the reactants needed to synthesize it. The reactants are: [C:1]([O:8][CH3:9])(=[O:7])[CH2:2][C:3]([O:5][CH3:6])=[O:4].[H-].[Na+].[Cl:12][C:13]1[CH:20]=[CH:19][C:16]([CH2:17]Br)=[CH:15][CH:14]=1.